Dataset: Forward reaction prediction with 1.9M reactions from USPTO patents (1976-2016). Task: Predict the product of the given reaction. (1) Given the reactants [CH3:1][O:2][C:3]1[CH:8]=[CH:7][CH:6]=[C:5]([O:9][CH3:10])[C:4]=1[CH:11]1[NH:15][C:14](=[O:16])[CH:13]([CH3:17])[CH2:12]1.Br[CH2:19][C:20]1[CH:21]=[CH:22][C:23]([O:26][CH:27]([F:29])[F:28])=[N:24][CH:25]=1, predict the reaction product. The product is: [F:29][CH:27]([F:28])[O:26][C:23]1[N:24]=[CH:25][C:20]([CH2:19][N:15]2[CH:11]([C:4]3[C:5]([O:9][CH3:10])=[CH:6][CH:7]=[CH:8][C:3]=3[O:2][CH3:1])[CH2:12][CH:13]([CH3:17])[C:14]2=[O:16])=[CH:21][CH:22]=1. (2) Given the reactants C([Li])C[CH2:3][CH3:4].[CH:6]([NH:9][CH:10]([CH3:12])[CH3:11])(C)C.[C:13]1([C:35]2[CH:40]=[CH:39][CH:38]=[CH:37][CH:36]=2)[CH:18]=[CH:17][C:16](C[C@H]2N(CC3C=CC(OC)=CC=3)C(=O)CC2)=[CH:15][CH:14]=1.[C:41](Cl)(=O)[C:42]1[CH:47]=CC=C[CH:43]=1.C=O.[C:52]([O-:55])([O-])=[O:53].[K+].[K+].[OH2:58].[OH-:59].[Li+].P(=O)(O)(O)O, predict the reaction product. The product is: [C:35]1([C:13]2[CH:14]=[CH:15][CH:16]=[CH:17][CH:18]=2)[CH:36]=[CH:37][C:38]([CH2:11][C@@H:10]([NH:9][C:6]([O:59][C:42]([CH3:41])([CH3:43])[CH3:47])=[O:58])[CH2:12][C:3](=[CH2:4])[C:52]([OH:55])=[O:53])=[CH:39][CH:40]=1. (3) Given the reactants [NH2:1][CH:2]([C:32]1[CH:37]=[CH:36][CH:35]=[CH:34][CH:33]=1)[C:3]1[CH:8]=[CH:7][C:6]([C:9]2[C:17]3[C:12](=[N:13][CH:14]=[N:15][C:16]=3[NH2:18])[N:11]([C@H:19]3[CH2:24][CH2:23][C@@H:22]([N:25]4[CH2:30][CH2:29][N:28]([CH3:31])[CH2:27][CH2:26]4)[CH2:21][CH2:20]3)[N:10]=2)=[CH:5][CH:4]=1.[C:38]([O:41][C:42](=[O:44])[CH3:43])(=[O:40])[CH3:39], predict the reaction product. The product is: [C:38]([OH:41])(=[O:40])[CH3:39].[C:38]([OH:41])(=[O:40])[CH3:39].[NH2:18][C:16]1[N:15]=[CH:14][N:13]=[C:12]2[N:11]([C@H:19]3[CH2:24][CH2:23][C@@H:22]([N:25]4[CH2:30][CH2:29][N:28]([CH3:31])[CH2:27][CH2:26]4)[CH2:21][CH2:20]3)[N:10]=[C:9]([C:6]3[CH:7]=[CH:8][C:3]([CH:2]([C:32]4[CH:33]=[CH:34][CH:35]=[CH:36][CH:37]=4)[NH:1][C:42](=[O:44])[CH3:43])=[CH:4][CH:5]=3)[C:17]=12.